This data is from Catalyst prediction with 721,799 reactions and 888 catalyst types from USPTO. The task is: Predict which catalyst facilitates the given reaction. (1) Reactant: [C:1]([O:4][C:5](=[O:7])[CH3:6])(=O)[CH3:2].[CH2:8]1[CH2:32][O:31][C:10]2([CH2:15][CH2:14][C@H:13]3[C@H:16]4[C@H:25]([CH2:26][CH2:27][C@:11]23[CH3:12])[C:24]2[CH:23]=[C:22]([O:28][CH3:29])C(O)=C[C:19]=2[CH2:18][CH2:17]4)[O:9]1.N1C=CC=CC=1. Product: [C:5]([O:4][C:1]1[C:22]([O:28][CH3:29])=[CH:23][C:24]2[C@@H:25]3[C@H:16]([C@H:13]4[C@@:11]([CH2:27][CH2:26]3)([CH3:12])[C:10]3([O:9][CH2:8][CH2:32][O:31]3)[CH2:15][CH2:14]4)[CH2:17][CH2:18][C:19]=2[CH:2]=1)(=[O:7])[CH3:6]. The catalyst class is: 5. (2) Reactant: [NH:1]1[C:9]2[C:4](=[CH:5][CH:6]=[CH:7][N:8]=2)[CH:3]=[CH:2]1.ClC1C=C(C=CC=1)C(OO)=[O:15]. Product: [NH:1]1[C:9]2=[N+:8]([O-:15])[CH:7]=[CH:6][CH:5]=[C:4]2[CH:3]=[CH:2]1. The catalyst class is: 2. (3) Reactant: [CH3:1][N:2]1[C:10]2[CH:9]=[C:8]([N:11]3[CH:16]=[CH:15][C:14]([CH2:17][CH2:18][C:19]4[CH:24]=[CH:23][CH:22]=[CH:21][CH:20]=4)=[N:13][C:12]3=[O:25])[CH:7]=[CH:6][C:5]=2[C:4]2[CH2:26][N:27](C(OC(C)(C)C)=O)[CH2:28][CH2:29][CH2:30][C:3]1=2.[ClH:38]. Product: [ClH:38].[CH3:1][N:2]1[C:10]2[CH:9]=[C:8]([N:11]3[CH:16]=[CH:15][C:14]([CH2:17][CH2:18][C:19]4[CH:24]=[CH:23][CH:22]=[CH:21][CH:20]=4)=[N:13][C:12]3=[O:25])[CH:7]=[CH:6][C:5]=2[C:4]2[CH2:26][NH:27][CH2:28][CH2:29][CH2:30][C:3]1=2. The catalyst class is: 4. (4) Reactant: [CH3:1][O:2][C:3]1[CH:4]=[C:5]([C@@H:9]([CH2:13][CH3:14])[CH2:10][CH:11]=[O:12])[CH:6]=[CH:7][CH:8]=1.[CH2:15](N(CC)CC)C.C(=O)(O)[O-].[Na+]. Product: [CH3:1][O:2][C:3]1[CH:4]=[C:5]([C@H:9]([CH2:13][CH3:14])[C:10](=[CH2:15])[CH:11]=[O:12])[CH:6]=[CH:7][CH:8]=1. The catalyst class is: 4. (5) Reactant: [F:1][CH:2]([F:33])[C:3]1[N:7]([C:8]2[N:13]=[C:12]([N:14]3[CH2:19][CH2:18][O:17][CH2:16][CH2:15]3)[N:11]=[C:10]([NH:20][C:21]3[CH:22]=[N:23][CH:24]=[CH:25][CH:26]=3)[N:9]=2)[C:6]2[CH:27]=[CH:28][CH:29]=[C:30]([O:31][CH3:32])[C:5]=2[N:4]=1.[CH3:34][S:35]([OH:38])(=[O:37])=[O:36].CCOC(C)=O. Product: [CH3:34][S:35]([OH:38])(=[O:37])=[O:36].[F:33][CH:2]([F:1])[C:3]1[N:7]([C:8]2[N:13]=[C:12]([N:14]3[CH2:15][CH2:16][O:17][CH2:18][CH2:19]3)[N:11]=[C:10]([NH:20][C:21]3[CH:22]=[N:23][CH:24]=[CH:25][CH:26]=3)[N:9]=2)[C:6]2[CH:27]=[CH:28][CH:29]=[C:30]([O:31][CH3:32])[C:5]=2[N:4]=1. The catalyst class is: 5. (6) Reactant: C(O)(C(F)(F)F)=O.[Br:8][C:9]1[CH:10]=[CH:11][C:12]([N:15](C(OC(C)(C)C)=O)[CH2:16][C:17]([O:19][CH3:20])=[O:18])=[N:13][CH:14]=1. Product: [Br:8][C:9]1[CH:10]=[CH:11][C:12]([NH:15][CH2:16][C:17]([O:19][CH3:20])=[O:18])=[N:13][CH:14]=1. The catalyst class is: 2. (7) Reactant: [NH2:1][C:2]1[C:10]([O:11][CH3:12])=[CH:9][CH:8]=[CH:7][C:3]=1[C:4]([OH:6])=[O:5].[I:13]Cl. Product: [NH2:1][C:2]1[C:10]([O:11][CH3:12])=[CH:9][C:8]([I:13])=[CH:7][C:3]=1[C:4]([OH:6])=[O:5]. The catalyst class is: 15.